From a dataset of Forward reaction prediction with 1.9M reactions from USPTO patents (1976-2016). Predict the product of the given reaction. Given the reactants [CH2:1]([Li])[CH2:2][CH2:3]C.C(NC(C)C)(C)C.[Cl:13][C:14]1[CH:19]=[CH:18][N:17]=[C:16]([S:20][CH3:21])[N:15]=1.[C:22](=[O:25])(O)[O-].[Na+].[CH2:27]1[CH2:31][O:30][CH2:29][CH2:28]1, predict the reaction product. The product is: [Cl:13][C:14]1[C:19]([CH:29]([C:28]2[CH:27]=[CH:31][CH:3]=[C:2]([O:25][CH3:22])[CH:1]=2)[OH:30])=[CH:18][N:17]=[C:16]([S:20][CH3:21])[N:15]=1.